This data is from CYP2D6 inhibition data for predicting drug metabolism from PubChem BioAssay. The task is: Regression/Classification. Given a drug SMILES string, predict its absorption, distribution, metabolism, or excretion properties. Task type varies by dataset: regression for continuous measurements (e.g., permeability, clearance, half-life) or binary classification for categorical outcomes (e.g., BBB penetration, CYP inhibition). Dataset: cyp2d6_veith. The drug is C/C(=N\OC(=O)NC(C)C)c1sc(-c2ccc(Cl)cc2)nc1C. The result is 0 (non-inhibitor).